This data is from Catalyst prediction with 721,799 reactions and 888 catalyst types from USPTO. The task is: Predict which catalyst facilitates the given reaction. The catalyst class is: 9. Product: [Br:1][C:2]1[C:3]([C:8]2[S:9][C:10]([Cl:13])=[CH:11][CH:12]=2)=[N:4][N:5]([CH:17]([CH3:19])[CH3:18])[C:6]=1[CH3:7]. Reactant: [Br:1][C:2]1[C:3]([C:8]2[S:9][C:10]([Cl:13])=[CH:11][CH:12]=2)=[N:4][NH:5][C:6]=1[CH3:7].[H-].[Na+].I[CH:17]([CH3:19])[CH3:18].[Cl-].[NH4+].